Dataset: Choline transporter screen with 302,306 compounds. Task: Binary Classification. Given a drug SMILES string, predict its activity (active/inactive) in a high-throughput screening assay against a specified biological target. The compound is O1C(NC(=O)c2c1cccc2)c1cc(OCC)c(OC(C)C)cc1. The result is 0 (inactive).